This data is from Drug-target binding data from BindingDB using IC50 measurements. The task is: Regression. Given a target protein amino acid sequence and a drug SMILES string, predict the binding affinity score between them. We predict pIC50 (pIC50 = -log10(IC50 in M); higher means more potent). Dataset: bindingdb_ic50. (1) The compound is CCCCCCCC(=O)Nc1nc2c(ncn2[C@@H]2O[C@H](CO)[C@@H](O)[C@@H]2OC(=O)CCCCCCC)c(=O)[nH]1. The target protein (Q01583) has sequence MNIGIAAPKWDKLSPREFLQLQELASYSTRKLQDVLREFSSPSAASTPKCIPDGDIDFDGFRRFLDAFLDCEAPLDLAKHLFVSFLKPNVTQAQLHGRALNQMAAISSTAACAPVTSHTKGSIPNINSIAELMPQCSGGGGGIGGTGGVAGAEGHAQARSSFVDKIHGITDKLHHSLGGHLSHDPSKTGSVHPMLTVTPSPLASGPSMFQASNPARRSVDSSPSHSATNHSQMSRNSSKKSSNSVNCKIDADIKLLARKLSHFDPLTLKVPLKDVVCYLSLLEAGRPEDKLEFMFRLYDTDSNGVLDTAEMDAIVNQMMAVAEYLGWDVSELRPILQEMMVEIDYDADGTVSLDEWQRGGMTTIPLLVLLGVDSTTLKEDGIHVWRLKHFSKPAYCNLCLNMLVGLGKKGLCCVLCKYTVHERCVQHAPASCITTYVKSKKPKCGGDLLHHWVEGNCYGRCSKCRKRIKAYHGITGLTCRWCHMMLHNRCASSVKKECTL.... The pIC50 is 3.3. (2) The drug is CCOc1cccc2c1S(=O)(=O)NC2=C1C(=O)[C@H](C(C)C)N(Cc2ccccc2)C1=O. The target protein (P26663) has sequence MSTNPKPQRKTKRNTNRRPQDVKFPGGGQIVGGVYLLPRRGPRLGVRAPRKTSERSQPRGRRQPIPKARRPEGRTWAQPGYPWPLYGNEGLGWAGWLLSPRGSRPSWGPTDPRRRSRNLGKVIDTLTCGFADLMGYIPLVGAPLGGAARALAHGVRVLEDGVNYATGNLPGCSFSIFLLALLSCLTTPASAYEVHNVSGIYHVTNDCSNASIVYEAADLIMHTPGCVPCVREGNSSRCWVALTPTLAARNVTIPTTTIRRHVDLLVGAAAFCSAMYVGDLCGSVFLVSQLFTFSPRRHVTLQDCNCSIYPGHVSGHRMAWDMMMNWSPTTALVVSQLLRIPQAVVDMVAGAHWGVLAGLAYYSMAGNWAKVLIVMLLFAGVDGDTHVTGGAQAKTTNRLVSMFASGPSQKIQLINTNGSWHINRTALNCNDSLQTGFLAALFYTHSFNSSGCPERMAQCRTIDKFDQGWGPITYAESSRSDQRPYCWHYPPPQCTIVPAS.... The pIC50 is 5.4. (3) The small molecule is CC(C)(C)NC(=O)[C@H]1CCC2C3CCC4C(=O)C(=O)CC[C@]4(C)C3CC[C@@]21C. The target protein (P18405) has sequence MATATGVAEERLLAALAYLQCAVGCAVFARNRQTNSVYGRHALPSHRLRVPARAAWVVQELPSLALPLYQYASESAPRLRSAPNCILLAMFLVHYGHRCLIYPFLMRGGKPMPLLACTMAIMFCTCNGYLQSRYLSHCAVYADDWVTDPRFLIGFGLWLTGMLINIHSDHILRNLRKPGDTGYKIPRGGLFEYVTAANYFGEIMEWCGYALASWSVQGAAFAFFTFCFLSGRAKEHHEWYLRKFEEYPKFRKIIIPFLF. The pIC50 is 6.0. (4) The compound is COc1ccc2c(c1)c(C(C)CC(=O)O)c(C)n2Cc1ccc(Br)cc1. The target protein (P35355) has sequence MLFRAVLLCAALALSHAANPCCSNPCQNRGECMSIGFDQYKCDCTRTGFYGENCTTPEFLTRIKLLLKPTPNTVHYILTHFKGVWNIVNNIPFLRNSIMRYVLTSRSHLIDSPPTYNVHYGYKSWEAFSNLSYYTRALPPVADDCPTPMGVKGNKELPDSKEVLEKVLLRREFIPDPQGTNMMFAFFAQHFTHQFFKTDQKRGPGFTRGLGHGVDLNHVYGETLDRQHKLRLFQDGKLKYQVIGGEVYPPTVKDTQVDMIYPPHVPEHLRFAVGQEVFGLVPGLMMYATIWLREHNRVCDILKQEHPEWDDERLFQTSRLILIGETIKIVIEDYVQHLSGYHFKLKFDPELLFNQQFQYQNRIASEFNTLYHWHPLLPDTFNIEDQEYTFKQFLYNNSILLEHGLAHFVESFTRQIAGRVAGGRNVPIAVQAVAKASIDQSREMKYQSLNEYRKRFSLKPYTSFEELTGEKEMAAELKALYHDIDAMELYPALLVEKPRP.... The pIC50 is 8.4. (5) The compound is CC[C@H](Cc1ccc(C(F)(F)F)cc1)C(=O)NC[C@@]1(C2CC2)NC(=O)NC1=O. The target protein sequence is MLKSAGARREAGKDSRGDPQTHRHGRERRRETETKAQRTKPETGQAQRKARQCEGHREARGAAGGTGRGRQRPGRGGGARGVWRSQATGRLSAAEGPGSLHLRRRSPAPLQTLPLTLAQVRAPRLRRGVFQSRGGENLVRSRPPSLPGRGASAMAPTDRRPRRGLAGCWLWGAGPRLPLPALPTARPAARLLLPLLLSALLPSGRPAGPLPREEEIVFPERLNGSVPPGLGAPARLLCRLPAFGETLLLELEQDPGVRVEGLTVQYLGRAPELLGGAEPGTYLTGSINGDPESVASLHWDGGALLGVLQYRGTELHIQPLEGGSLNSAGGPGAHILRRKSPASGQGPMCNVKAPPGNPSPSPRRAKRFASLSRFVETLVVADDKMAAFHGAGLKRYLLTVMAAAAKAFKHPSIRNPVSLVVTRLVILGPGEEGPQVGPSAAQTLRSFCAWQRGLNTPEDSDPDHFDTAILFTRQDLCGVSTCDTLGMADVGTVCDPARSC.... The pIC50 is 9.0. (6) The compound is COc1cccc([C@H]2O[C@H](CCn3cc(C(=O)O)nn3)c3cccn3-c3ccc(Cl)cc32)c1OC. The target protein (Q02769) has sequence MEFVKCLGHPEEFYNLLRFRMGGRRNFIPKMDRNSLSNSLKTCYKYLDQTSRSFAAVIQALDGDIRHAVCVFYLILRAMDTVEDDMAISVEKKIPLLRNFHTFLYEPEWRFTESKEKHRVVLEDFPTISLEFRNLAEKYQTVIADICHRMGCGMAEFLNKDVTSKQDWDKYCHYVAGLVGIGLSRLFSASEFEDPIVGEDTECANSMGLFLQKTNIIRDYLEDQQEGRQFWPQEVWGKYVKKLEDFVKPENVDVAVKCLNELITNALQHIPDVITYLSRLRNQSVFNFCAIPQVMAIATLAACYNNHQVFKGVVKIRKGQAVTLMMDATNMPAVKAIIYQYIEEIYHRVPNSDPSASKAKQLISNIRTQSLPNCQLISRSHYSPIYLSFIMLLAALSWQYLSTLSQVTEDYVQREH. The pIC50 is 9.2.